Dataset: Forward reaction prediction with 1.9M reactions from USPTO patents (1976-2016). Task: Predict the product of the given reaction. (1) Given the reactants [S:1]1[CH:5]=[CH:4][CH:3]=[C:2]1[C:6]([OH:8])=O.C1C=CC2N(O)N=NC=2C=1.CCN=C=NCCCN(C)C.Cl.CCN(CC)CC.[CH3:38][O:39][C:40]1[CH:49]=[C:48]([O:50][CH3:51])[CH:47]=[C:46]2[C:41]=1[C:42](=[O:64])[NH:43][C:44]([C:52]1[CH:57]=[CH:56][C:55]([N:58]3[CH2:63][CH2:62][NH:61][CH2:60][CH2:59]3)=[CH:54][CH:53]=1)=[N:45]2, predict the reaction product. The product is: [CH3:38][O:39][C:40]1[CH:49]=[C:48]([O:50][CH3:51])[CH:47]=[C:46]2[C:41]=1[C:42](=[O:64])[NH:43][C:44]([C:52]1[CH:57]=[CH:56][C:55]([N:58]3[CH2:59][CH2:60][N:61]([C:6]([C:2]4[S:1][CH:5]=[CH:4][CH:3]=4)=[O:8])[CH2:62][CH2:63]3)=[CH:54][CH:53]=1)=[N:45]2. (2) Given the reactants [Br:1][C:2]1[N:7]=[C:6]([N+:8]([O-:10])=[O:9])[C:5]([OH:11])=[CH:4][CH:3]=1.C(=O)([O-])[O-].[K+].[K+].[Br:18][CH:19](Br)[CH3:20], predict the reaction product. The product is: [Br:1][C:2]1[N:7]=[C:6]([N+:8]([O-:10])=[O:9])[C:5]([O:11][CH2:20][CH2:19][Br:18])=[CH:4][CH:3]=1. (3) Given the reactants [F:1][C:2]1[CH:3]=[N:4][C:5]([NH:11][CH:12]([CH3:17])[C:13]([F:16])([F:15])[F:14])=[C:6]([CH:10]=1)[C:7]([OH:9])=O.CCN=C=NCCCN(C)C.C1C=CC2N(O)N=NC=2C=1.CCN(C(C)C)C(C)C.[CH3:48][C:49]([NH2:53])([C:51]#[CH:52])[CH3:50], predict the reaction product. The product is: [F:1][C:2]1[CH:3]=[N:4][C:5]([NH:11][CH:12]([CH3:17])[C:13]([F:16])([F:15])[F:14])=[C:6]([CH:10]=1)[C:7]([NH:53][C:49]([CH3:50])([C:51]#[CH:52])[CH3:48])=[O:9]. (4) Given the reactants [CH:1]1([N:7]([C@H:29]2[CH2:34][CH2:33][C@H:32]([CH3:35])[CH2:31][CH2:30]2)[C:8](=[O:28])[NH:9][C:10]2[S:11][C:12]([S:15]([N:18](C)[CH2:19][C:20]([N:22]([CH2:25][CH3:26])[CH2:23][CH3:24])=[O:21])(=[O:17])=[O:16])=[CH:13][N:14]=2)[CH2:6][CH2:5][CH2:4][CH2:3][CH2:2]1.C1(N([C@H]2CC[C@H](C)CC2)C(=O)NC2SC(S(NCC(O)=O)(=O)=[O:51])=CN=2)CCCCC1.N1CCOCC1, predict the reaction product. The product is: [N:22]1([C:20](=[O:21])[CH2:19][NH:18][S:15]([C:12]2[S:11][C:10]([NH:9][C:8]([N:7]([CH:1]3[CH2:2][CH2:3][CH2:4][CH2:5][CH2:6]3)[C@H:29]3[CH2:30][CH2:31][C@H:32]([CH3:35])[CH2:33][CH2:34]3)=[O:28])=[N:14][CH:13]=2)(=[O:16])=[O:17])[CH2:23][CH2:24][O:51][CH2:26][CH2:25]1. (5) Given the reactants [C:1](Cl)(=[O:5])C(Cl)=O.[Cl:7][C:8]1[CH:13]=[CH:12][C:11]([C:14]2[S:18][C:17]([C:19]([OH:21])=O)=[C:16]([C:22]3[CH:27]=[CH:26][C:25]([S:28](=[O:31])(=[O:30])[NH2:29])=[C:24]([CH3:32])[CH:23]=3)[C:15]=2[CH3:33])=[CH:10][CH:9]=1.[CH3:34][N:35]([CH:37]=O)[CH3:36].[CH2:39]([N:41](CC)CC)C, predict the reaction product. The product is: [Cl:7][C:8]1[CH:13]=[CH:12][C:11]([C:14]2[S:18][C:17]([C:19]([N:41]([O:5][CH3:1])[CH3:39])=[O:21])=[C:16]([C:22]3[CH:27]=[CH:26][C:25]([S:28](=[O:31])(=[O:30])[N:29]=[CH:34][N:35]([CH3:37])[CH3:36])=[C:24]([CH3:32])[CH:23]=3)[C:15]=2[CH3:33])=[CH:10][CH:9]=1. (6) Given the reactants [Cl:1][C:2]1[CH:3]=[CH:4][C:5]([S:9][CH2:10][C:11]2[N:16]=[CH:15][CH:14]=[CH:13][N:12]=2)=[C:6]([CH:8]=1)[NH2:7].[O:17]1[C:21]2[CH:22]=[CH:23][CH:24]=[CH:25][C:20]=2[CH:19]=[C:18]1[S:26](Cl)(=[O:28])=[O:27], predict the reaction product. The product is: [Cl:1][C:2]1[CH:3]=[CH:4][C:5]([S:9][CH2:10][C:11]2[N:12]=[CH:13][CH:14]=[CH:15][N:16]=2)=[C:6]([NH:7][S:26]([C:18]2[O:17][C:21]3[CH:22]=[CH:23][CH:24]=[CH:25][C:20]=3[CH:19]=2)(=[O:27])=[O:28])[CH:8]=1. (7) Given the reactants [C:1]([C:3]1[N:8]=[CH:7][C:6]([CH2:9][NH:10][C:11]2[CH:29]=[CH:28][CH:27]=[CH:26][C:12]=2[C:13]([NH:15][C:16]2[CH:17]=[C:18]3[C:22](=[CH:23][CH:24]=2)[NH:21][C:20](=[O:25])[CH2:19]3)=[O:14])=[CH:5][CH:4]=1)#[N:2].C(=O)([O-])[O-:31].[K+].[K+].OO, predict the reaction product. The product is: [O:25]=[C:20]1[CH2:19][C:18]2[C:22](=[CH:23][CH:24]=[C:16]([NH:15][C:13]([C:12]3[CH:26]=[CH:27][CH:28]=[CH:29][C:11]=3[NH:10][CH2:9][C:6]3[CH:5]=[CH:4][C:3]([C:1]([NH2:2])=[O:31])=[N:8][CH:7]=3)=[O:14])[CH:17]=2)[NH:21]1. (8) Given the reactants [OH:1][CH2:2][C:3]1[CH:8]=[CH:7][C:6]([OH:9])=[CH:5][CH:4]=1.Br[CH2:11][CH2:12][CH2:13][C:14]([O:16][CH2:17][CH3:18])=[O:15], predict the reaction product. The product is: [OH:1][CH2:2][C:3]1[CH:8]=[CH:7][C:6]([O:9][CH2:11][CH2:12][CH2:13][C:14]([O:16][CH2:17][CH3:18])=[O:15])=[CH:5][CH:4]=1.